From a dataset of Forward reaction prediction with 1.9M reactions from USPTO patents (1976-2016). Predict the product of the given reaction. (1) Given the reactants S(Cl)(Cl)=O.Cl.C(OC([N:13]1[CH2:18][CH:17]=[C:16]([C:19]2[CH:20]=[C:21]([CH:25]=[CH:26][CH:27]=2)[C:22]([OH:24])=[O:23])[CH2:15][CH2:14]1)=O)(C)(C)C.[CH3:28]O, predict the reaction product. The product is: [NH:13]1[CH2:18][CH:17]=[C:16]([C:19]2[CH:20]=[C:21]([CH:25]=[CH:26][CH:27]=2)[C:22]([O:24][CH3:28])=[O:23])[CH2:15][CH2:14]1. (2) Given the reactants [CH2:1]([O:3][C:4]([C:6]1[CH:7]=[C:8]2[C:12](=[C:13](I)[CH:14]=1)[NH:11][CH:10]=[C:9]2[CH2:16][CH3:17])=[O:5])[CH3:2].[C:18](=[O:28])([O:20][CH2:21][C:22]1[CH:27]=[CH:26][CH:25]=[CH:24][CH:23]=1)[NH2:19].CNCCNC, predict the reaction product. The product is: [CH2:1]([O:3][C:4]([C:6]1[CH:7]=[C:8]2[C:12](=[C:13]([NH:19][C:18]([O:20][CH2:21][C:22]3[CH:27]=[CH:26][CH:25]=[CH:24][CH:23]=3)=[O:28])[CH:14]=1)[NH:11][CH:10]=[C:9]2[CH2:16][CH3:17])=[O:5])[CH3:2].